This data is from NCI-60 drug combinations with 297,098 pairs across 59 cell lines. The task is: Regression. Given two drug SMILES strings and cell line genomic features, predict the synergy score measuring deviation from expected non-interaction effect. (1) Synergy scores: CSS=36.7, Synergy_ZIP=1.95, Synergy_Bliss=2.44, Synergy_Loewe=-23.0, Synergy_HSA=1.79. Drug 2: C1CN(P(=O)(OC1)NCCCl)CCCl. Cell line: HT29. Drug 1: C1=CC(=CC=C1CCC2=CNC3=C2C(=O)NC(=N3)N)C(=O)NC(CCC(=O)O)C(=O)O. (2) Drug 1: CS(=O)(=O)C1=CC(=C(C=C1)C(=O)NC2=CC(=C(C=C2)Cl)C3=CC=CC=N3)Cl. Drug 2: C1CN(P(=O)(OC1)NCCCl)CCCl. Cell line: SNB-19. Synergy scores: CSS=8.76, Synergy_ZIP=-0.0744, Synergy_Bliss=3.72, Synergy_Loewe=2.14, Synergy_HSA=2.80.